From a dataset of Catalyst prediction with 721,799 reactions and 888 catalyst types from USPTO. Predict which catalyst facilitates the given reaction. (1) Product: [CH:8]1([CH2:11][CH2:12][O:13][C:14]2[N:22]=[C:21]3[C:17]([N:18]=[C:19]([O:23][CH3:24])[N:20]3[CH2:37][CH:38]3[CH2:42][CH2:41][O:40][CH2:39]3)=[C:16]([NH2:25])[N:15]=2)[CH2:10][CH2:9]1. The catalyst class is: 3. Reactant: FC(F)(F)C(O)=O.[CH:8]1([CH2:11][CH2:12][O:13][C:14]2[N:22]=[C:21]3[C:17]([N:18]=[C:19]([O:23][CH3:24])[NH:20]3)=[C:16]([NH2:25])[N:15]=2)[CH2:10][CH2:9]1.C(=O)([O-])[O-].[K+].[K+].CS(O[CH2:37][CH:38]1[CH2:42][CH2:41][O:40][CH2:39]1)(=O)=O. (2) Reactant: [SH:1][C:2]1[CH:7]=[CH:6][C:5]([OH:8])=[CH:4][CH:3]=1.C(=O)([O-])[O-].[K+].[K+].I[CH2:16][CH3:17]. Product: [CH2:16]([S:1][C:2]1[CH:7]=[CH:6][C:5]([OH:8])=[CH:4][CH:3]=1)[CH3:17]. The catalyst class is: 372. (3) Reactant: [C:1]([NH:11][C@H:12]([C:17]([C@@H:19]([NH2:41])[CH:20]([OH:40])[CH:21]([NH:23][S:24]([C:27]1[CH:39]=[CH:38][C:30]2[O:31][C:32]3[CH:37]=[CH:36][CH:35]=[CH:34][C:33]=3[C:29]=2[CH:28]=1)(=[O:26])=[O:25])[CH3:22])=[O:18])[CH2:13][CH:14]([CH3:16])[CH3:15])([O:3][CH2:4][C:5]1[CH:10]=[CH:9][CH:8]=[CH:7][CH:6]=1)=[O:2].CC(C)=O.OS(O)(=O)=O.O=[Cr](=O)=O. Product: [C:1]([NH:11][C@H:12]([C:17]([C@H:19]([NH2:41])[C:20](=[O:40])[CH:21]([NH:23][S:24]([C:27]1[CH:39]=[CH:38][C:30]2[O:31][C:32]3[CH:37]=[CH:36][CH:35]=[CH:34][C:33]=3[C:29]=2[CH:28]=1)(=[O:25])=[O:26])[CH3:22])=[O:18])[CH2:13][CH:14]([CH3:16])[CH3:15])([O:3][CH2:4][C:5]1[CH:6]=[CH:7][CH:8]=[CH:9][CH:10]=1)=[O:2]. The catalyst class is: 21. (4) Reactant: [F:1][C:2]([F:20])([C:16]([F:19])([F:18])[F:17])[CH2:3][N:4]=[C:5]1NC2C=CC=CC=2O[CH:6]1[CH3:15].[BH4-].[Na+].[OH2:23].[C:24]([O:27][CH2:28][CH3:29])(=O)[CH3:25]. Product: [CH3:25][C@@H:24]1[C:5](=[O:23])[NH:4][C:3]2[CH:2]=[C:6]([CH2:5][NH:4][CH2:3][C:2]([F:1])([F:20])[C:16]([F:17])([F:18])[F:19])[CH:15]=[CH:29][C:28]=2[O:27]1. The catalyst class is: 5. (5) Reactant: [CH3:1][C:2]1[C:7](/[CH:8]=[CH:9]/[C:10](/[CH3:20])=[CH:11]/[CH:12]=[CH:13]/[C:14](/[CH3:19])=[CH:15]\[C:16]([OH:18])=[O:17])=[C:6]([CH3:21])[C:5]([CH3:22])=[C:4]([O:23][CH3:24])[CH:3]=1. Product: [CH3:1][C:2]1[C:7](/[CH:8]=[CH:9]/[C:10](/[CH3:20])=[CH:11]/[CH:12]=[CH:13]/[C:14](/[CH3:19])=[CH:15]/[C:16]([OH:18])=[O:17])=[C:6]([CH3:21])[C:5]([CH3:22])=[C:4]([O:23][CH3:24])[CH:3]=1. The catalyst class is: 21. (6) Reactant: [Br:1][C:2]([CH2:4][CH2:5][CH2:6][CH2:7][CH2:8][CH2:9][CH2:10][CH2:11][O:12][CH:13]([O:15][CH2:16][CH3:17])[CH3:14])=[CH2:3].[CH:18]([Br:21])(Br)[Br:19].[Br-].[Br-].C([N+](C)(C)CC[N+](CC1C=CC=CC=1)(C)C)C1C=CC=CC=1.[OH-].[K+].[Br-].[Br-].C[NH2+]CC[N+](C)(C)C. Product: [Br:19][C:18]1([Br:21])[CH2:3][C:2]1([Br:1])[CH2:4][CH2:5][CH2:6][CH2:7][CH2:8][CH2:9][CH2:10][CH2:11][O:12][CH:13]([O:15][CH2:16][CH3:17])[CH3:14]. The catalyst class is: 34. (7) Reactant: [N:1]1([C:10]2[CH:15]=[CH:14][N:13]=[C:12]([NH:16][CH:17]3[CH2:22][CH2:21][CH2:20]NC3)[N:11]=2)[C:5]2[CH:6]=[CH:7][CH:8]=[CH:9][C:4]=2[N:3]=[N:2]1.C1(C(Cl)=[O:27])CC1. Product: [N:1]1([C:10]2[CH:15]=[CH:14][N:13]=[C:12]([NH:16][CH:17]3[CH:21]([CH:20]=[O:27])[CH2:22]3)[N:11]=2)[C:5]2[CH:6]=[CH:7][CH:8]=[CH:9][C:4]=2[N:3]=[N:2]1. The catalyst class is: 2. (8) Reactant: C[O:2][C:3](=[O:31])[CH2:4][N:5]1[C:13]2[C:8](=[CH:9][C:10]([Cl:14])=[CH:11][CH:12]=2)[C:7]([CH2:15][C:16]2[S:17][CH:18]=[CH:19][C:20]=2[S:21]([C:24]2[CH:29]=[CH:28][CH:27]=[CH:26][CH:25]=2)(=[O:23])=[O:22])=[C:6]1[CH3:30].[OH-].[Li+].Cl. Product: [C:24]1([S:21]([C:20]2[CH:19]=[CH:18][S:17][C:16]=2[CH2:15][C:7]2[C:8]3[C:13](=[CH:12][CH:11]=[C:10]([Cl:14])[CH:9]=3)[N:5]([CH2:4][C:3]([OH:31])=[O:2])[C:6]=2[CH3:30])(=[O:23])=[O:22])[CH:29]=[CH:28][CH:27]=[CH:26][CH:25]=1. The catalyst class is: 7. (9) Reactant: [F:1][C:2]1[CH:24]=[CH:23][C:22]([C:25]2[CH:26]=[N:27][C:28]([O:35][CH2:36][CH2:37][C:38]([OH:41])([CH3:40])[CH3:39])=[CH:29][C:30]=2[C:31]([F:34])([F:33])[F:32])=[CH:21][C:3]=1[CH2:4][O:5][C:6]1[N:11]=[CH:10][C:9]2[CH:12]3[CH:15]([C:16]([O:18]CC)=[O:17])[CH:13]3[CH2:14][C:8]=2[CH:7]=1.[OH-].[Na+].O.Cl. Product: [F:1][C:2]1[CH:24]=[CH:23][C:22]([C:25]2[CH:26]=[N:27][C:28]([O:35][CH2:36][CH2:37][C:38]([OH:41])([CH3:39])[CH3:40])=[CH:29][C:30]=2[C:31]([F:34])([F:32])[F:33])=[CH:21][C:3]=1[CH2:4][O:5][C:6]1[N:11]=[CH:10][C:9]2[CH:12]3[CH:15]([C:16]([OH:18])=[O:17])[CH:13]3[CH2:14][C:8]=2[CH:7]=1. The catalyst class is: 5. (10) Reactant: [Cl:1]([O-:5])(=[O:4])(=[O:3])=[O:2].O=C1C2C(=CC=CC=2)C(=O)[N:8]1[CH2:17][C:18]1[C+:19]=[C:20]2[C:24](=[CH:25][CH:26]=1)[N:23]1[CH2:27][CH:28]=[C:29]([CH3:31])[CH:30]=[C:22]1[C:21]2([CH3:33])[CH3:32].O.NN. Product: [Cl:1]([O-:5])(=[O:4])(=[O:3])=[O:2].[NH2:8][CH2:17][C:18]1[C+:19]=[C:20]2[C:24](=[CH:25][CH:26]=1)[N:23]1[CH2:27][CH:28]=[C:29]([CH3:31])[CH:30]=[C:22]1[C:21]2([CH3:33])[CH3:32]. The catalyst class is: 61.